From a dataset of Reaction yield outcomes from USPTO patents with 853,638 reactions. Predict the reaction yield, written as a fraction of the theoretical maximum amount of product (1.0 means a 100% yield; for example, 0.34 means a 34% yield). (1) The reactants are C(OC([NH:8][CH2:9][C:10]1[C:11]([C:28]2[CH:33]=[CH:32][C:31]([CH3:34])=[CH:30][CH:29]=2)=[C:12](/[CH:21]=[CH:22]/[C:23]([O:25][CH2:26][CH3:27])=[O:24])[C:13]([CH3:20])=[N:14][C:15]=1[CH2:16][CH:17]([CH3:19])[CH3:18])=O)(C)(C)C.O1CCOCC1.Cl. No catalyst specified. The product is [NH2:8][CH2:9][C:10]1[C:11]([C:28]2[CH:33]=[CH:32][C:31]([CH3:34])=[CH:30][CH:29]=2)=[C:12](/[CH:21]=[CH:22]/[C:23]([O:25][CH2:26][CH3:27])=[O:24])[C:13]([CH3:20])=[N:14][C:15]=1[CH2:16][CH:17]([CH3:18])[CH3:19]. The yield is 0.640. (2) The reactants are Cl.Cl.[CH3:3][C:4]1[N:8]([CH:9]2[CH2:15][CH:14]3[N:16]([CH2:17][CH2:18][C:19]4([C:25]5[CH:30]=[CH:29][CH:28]=[CH:27][CH:26]=5)[CH2:24][CH2:23][NH:22][CH2:21][CH2:20]4)[CH:11]([CH2:12][CH2:13]3)[CH2:10]2)[C:7]2[CH:31]=[CH:32][CH:33]=[CH:34][C:6]=2[N:5]=1.[O:35]1[CH2:39][CH2:38][CH:37]([C:40](O)=[O:41])[CH2:36]1.C(N(CC)CC)C.F[P-](F)(F)(F)(F)F.N1(OC(N(C)C)=[N+](C)C)C2N=CC=CC=2N=N1. The catalyst is CN(C)C=O.O. The product is [CH3:3][C:4]1[N:8]([CH:9]2[CH2:15][C@H:14]3[N:16]([CH2:17][CH2:18][C:19]4([C:25]5[CH:30]=[CH:29][CH:28]=[CH:27][CH:26]=5)[CH2:20][CH2:21][N:22]([C:40]([CH:37]5[CH2:38][CH2:39][O:35][CH2:36]5)=[O:41])[CH2:23][CH2:24]4)[C@H:11]([CH2:12][CH2:13]3)[CH2:10]2)[C:7]2[CH:31]=[CH:32][CH:33]=[CH:34][C:6]=2[N:5]=1. The yield is 0.230.